Dataset: TCR-epitope binding with 47,182 pairs between 192 epitopes and 23,139 TCRs. Task: Binary Classification. Given a T-cell receptor sequence (or CDR3 region) and an epitope sequence, predict whether binding occurs between them. (1) The epitope is SEPVLKGVKL. The TCR CDR3 sequence is CATSDLELGEQFF. Result: 1 (the TCR binds to the epitope). (2) The epitope is QECVRGTTVL. The TCR CDR3 sequence is CASSLAGGLAGPSYEQYF. Result: 0 (the TCR does not bind to the epitope).